Dataset: Reaction yield outcomes from USPTO patents with 853,638 reactions. Task: Predict the reaction yield, written as a fraction of the theoretical maximum amount of product (1.0 means a 100% yield; for example, 0.34 means a 34% yield). (1) The reactants are [Cl:1][C:2]1[CH:7]=[CH:6][C:5]([C:8]2[N:9]([S:13]([C:16]3[CH:21]=[CH:20][CH:19]=[CH:18][CH:17]=3)(=[O:15])=[O:14])[CH:10]=[CH:11][N:12]=2)=[CH:4][CH:3]=1.C([Li])(C)(C)C.CCCCC.[CH3:32][O:33][C:34]1[CH:35]=[C:36]([CH:40]=[C:41]([O:45][CH3:46])[C:42]=1[O:43][CH3:44])[C:37](Cl)=[O:38]. The catalyst is C1COCC1.C([O-])(O)=O.[Na+]. The product is [Cl:1][C:2]1[CH:3]=[CH:4][C:5]([C:8]2[N:9]([S:13]([C:16]3[CH:21]=[CH:20][CH:19]=[CH:18][CH:17]=3)(=[O:15])=[O:14])[CH:10]=[C:11]([C:37]([C:36]3[CH:40]=[C:41]([O:45][CH3:46])[C:42]([O:43][CH3:44])=[C:34]([O:33][CH3:32])[CH:35]=3)=[O:38])[N:12]=2)=[CH:6][CH:7]=1. The yield is 0.368. (2) The reactants are [Si:1]([O:8][C:9]1[CH:14]=[C:13]([O:15][Si:16]([C:19]([CH3:22])([CH3:21])[CH3:20])([CH3:18])[CH3:17])[CH:12]=[CH:11][C:10]=1[C@@H:23]1[CH2:28][CH2:27][C@H:26]([NH2:29])[CH2:25][CH2:24]1)([C:4]([CH3:7])([CH3:6])[CH3:5])([CH3:3])[CH3:2].[CH3:30][S:31](Cl)(=[O:33])=[O:32].C(N(CC)CC)C. The catalyst is CN(C)C1C=CN=CC=1.ClCCCl. The product is [Si:1]([O:8][C:9]1[CH:14]=[C:13]([O:15][Si:16]([C:19]([CH3:20])([CH3:21])[CH3:22])([CH3:18])[CH3:17])[CH:12]=[CH:11][C:10]=1[C@@H:23]1[CH2:24][CH2:25][C@H:26]([NH:29][S:31]([CH3:30])(=[O:33])=[O:32])[CH2:27][CH2:28]1)([C:4]([CH3:5])([CH3:6])[CH3:7])([CH3:3])[CH3:2]. The yield is 0.700.